Task: Predict the reactants needed to synthesize the given product.. Dataset: Full USPTO retrosynthesis dataset with 1.9M reactions from patents (1976-2016) (1) Given the product [CH:1]12[CH2:10][CH:5]3[CH2:6][CH:7]([CH2:9][CH:3]([CH2:4]3)[CH:2]1[NH:11][C:12]([C:14]1[CH:15]=[N:16][N:17]([CH3:20])[C:18]=1[N:25]([CH2:24][CH2:23][O:22][CH3:21])[CH3:26])=[O:13])[CH2:8]2, predict the reactants needed to synthesize it. The reactants are: [CH:1]12[CH2:10][CH:5]3[CH2:6][CH:7]([CH2:9][CH:3]([CH2:4]3)[CH:2]1[NH:11][C:12]([C:14]1[CH:15]=[N:16][N:17]([CH3:20])[C:18]=1Cl)=[O:13])[CH2:8]2.[CH3:21][O:22][CH2:23][CH2:24][NH:25][CH3:26]. (2) The reactants are: Br[C:2]1[CH:7]=[C:6]([NH2:8])[C:5](Br)=[CH:4][C:3]=1[NH2:10].[O:11]1[CH:15]=[CH:14][CH:13]=[C:12]1B(O)O.[C:19]1(C)C=C[CH:22]=[CH:21][CH:20]=1.C([O-])([O-])=[O:27].[Cs+].[Cs+]. Given the product [O:11]1[CH:15]=[CH:14][CH:13]=[C:12]1[C:2]1[CH:7]=[C:6]([NH2:8])[C:5]([C:19]2[O:27][CH:22]=[CH:21][CH:20]=2)=[CH:4][C:3]=1[NH2:10], predict the reactants needed to synthesize it. (3) The reactants are: C(OC(=O)[NH:7][C:8]1([C:11]2[O:15][N:14]=[C:13]([CH3:16])[N:12]=2)[CH2:10][CH2:9]1)(C)(C)C.O1CCOCC1.[ClH:24]. Given the product [ClH:24].[CH3:16][C:13]1[N:12]=[C:11]([C:8]2([NH2:7])[CH2:10][CH2:9]2)[O:15][N:14]=1, predict the reactants needed to synthesize it. (4) The reactants are: [CH:1]1([CH2:7][CH2:8][NH:9][CH2:10][C:11]2[CH:18]=[CH:17][C:14]([C:15]#[N:16])=[C:13]([C:19]3[C:28]4[C:23](=[CH:24][CH:25]=[CH:26][CH:27]=4)[CH:22]=[CH:21][CH:20]=3)[CH:12]=2)[CH2:6][CH2:5][CH2:4][CH2:3][CH2:2]1.[Cl:29][CH2:30][C:31](O[C:31](=[O:32])[CH2:30][Cl:29])=[O:32].OS([O-])(=O)=O.[Na+]. Given the product [Cl:29][CH2:30][C:31]([N:9]([CH2:10][C:11]1[CH:18]=[CH:17][C:14]([C:15]#[N:16])=[C:13]([C:19]2[C:28]3[C:23](=[CH:24][CH:25]=[CH:26][CH:27]=3)[CH:22]=[CH:21][CH:20]=2)[CH:12]=1)[CH2:8][CH2:7][CH:1]1[CH2:6][CH2:5][CH2:4][CH2:3][CH2:2]1)=[O:32], predict the reactants needed to synthesize it. (5) The reactants are: [C:1]([C:3]1[C:8]([O:9][CH3:10])=[CH:7][CH:6]=[CH:5][C:4]=1[OH:11])#[N:2].C(=O)([O-])[O-].[K+].[K+].[CH2:18]([CH:20]1[O:22][CH2:21]1)Br.O.CCOCC. Given the product [CH2:18]([O:11][C:4]1[CH:5]=[CH:6][CH:7]=[C:8]([O:9][CH3:10])[C:3]=1[C:1]#[N:2])[CH:20]1[O:22][CH2:21]1, predict the reactants needed to synthesize it.